From a dataset of Forward reaction prediction with 1.9M reactions from USPTO patents (1976-2016). Predict the product of the given reaction. (1) Given the reactants C([O:8][CH2:9][C@H:10]1[O:15][C@@H:14]([C:16]([N:18]([CH:34]2[CH2:36][CH2:35]2)[CH2:19][C:20]2[CH:25]=[CH:24][C:23]([O:26][CH3:27])=[C:22]([O:28][CH2:29][CH2:30][CH2:31][O:32][CH3:33])[CH:21]=2)=[O:17])[CH2:13][N:12]([C:37]([O:39][C:40]([CH3:43])([CH3:42])[CH3:41])=[O:38])[CH2:11]1)C1C=CC=CC=1.[H][H], predict the reaction product. The product is: [CH:34]1([N:18]([CH2:19][C:20]2[CH:25]=[CH:24][C:23]([O:26][CH3:27])=[C:22]([O:28][CH2:29][CH2:30][CH2:31][O:32][CH3:33])[CH:21]=2)[C:16]([C@@H:14]2[O:15][C@H:10]([CH2:9][OH:8])[CH2:11][N:12]([C:37]([O:39][C:40]([CH3:43])([CH3:42])[CH3:41])=[O:38])[CH2:13]2)=[O:17])[CH2:36][CH2:35]1. (2) Given the reactants Br[C:2]1[CH:19]=[CH:18][C:5]([CH2:6][N:7]([CH:15]([CH3:17])[CH3:16])[C:8]2[CH:13]=[CH:12][C:11]([F:14])=[CH:10][CH:9]=2)=[CH:4][CH:3]=1.Br[C:21]1[CH:28]=[CH:27][C:24]([CH:25]=[O:26])=[CH:23][CH:22]=1.OCC1SC(B(O)O)=CC=1, predict the reaction product. The product is: [F:14][C:11]1[CH:12]=[CH:13][C:8]([N:7]([CH2:6][C:5]2[CH:18]=[CH:19][C:2]([C:21]3[CH:28]=[CH:27][C:24]([CH:25]=[O:26])=[CH:23][CH:22]=3)=[CH:3][CH:4]=2)[CH:15]([CH3:17])[CH3:16])=[CH:9][CH:10]=1. (3) Given the reactants [O:1]1[CH2:3][C@@H:2]1[C@@H:4]([NH:12][C:13](=[O:19])[O:14][C:15]([CH3:18])([CH3:17])[CH3:16])[CH2:5][C:6]1[CH:11]=[CH:10][CH:9]=[CH:8][CH:7]=1.C(=O)([O-])[O-].[Na+].[Na+].[CH3:26][C:27]1[CH:32]=[C:31]([CH3:33])[CH:30]=[CH:29][C:28]=1[CH2:34][CH2:35][CH2:36][NH2:37], predict the reaction product. The product is: [CH2:5]([C@H:4]([NH:12][C:13](=[O:19])[O:14][C:15]([CH3:18])([CH3:17])[CH3:16])[C@H:2]([OH:1])[CH2:3][NH:37][CH2:36][CH2:35][CH2:34][C:28]1[CH:29]=[CH:30][C:31]([CH3:33])=[CH:32][C:27]=1[CH3:26])[C:6]1[CH:11]=[CH:10][CH:9]=[CH:8][CH:7]=1. (4) Given the reactants [CH3:1][C:2]1([C:12]#[N:13])[CH2:11][CH2:10][C:5]2(OCC[O:6]2)[CH2:4][CH2:3]1.O1C2(CCC(C#N)CC2)OCC1.CI.Cl.C(=O)(O)[O-].[Na+], predict the reaction product. The product is: [CH3:1][C:2]1([C:12]#[N:13])[CH2:11][CH2:10][C:5](=[O:6])[CH2:4][CH2:3]1.